The task is: Predict the reaction yield, written as a fraction of the theoretical maximum amount of product (1.0 means a 100% yield; for example, 0.34 means a 34% yield).. This data is from Reaction yield outcomes from USPTO patents with 853,638 reactions. (1) The reactants are C(N(CC)CC)C.[C:8]([C:10]1[CH:15]=[CH:14][CH:13]=[CH:12][C:11]=1[S:16](Cl)(=[O:18])=[O:17])#[N:9].[CH3:20][CH:21]([CH3:46])[CH2:22][C@H:23]([NH:34][C:35]([C:37]1[S:38][C:39]2[CH:45]=[CH:44][CH:43]=[CH:42][C:40]=2[CH:41]=1)=[O:36])[C:24]([NH:26][CH2:27][CH:28]1[CH2:33][CH2:32][CH2:31][CH2:30][NH:29]1)=[O:25]. The catalyst is C(Cl)Cl. The product is [C:8]([C:10]1[CH:15]=[CH:14][CH:13]=[CH:12][C:11]=1[S:16]([N:29]1[CH2:30][CH2:31][CH2:32][CH2:33][CH:28]1[CH2:27][NH:26][C:24]([C@@H:23]([NH:34][C:35]([C:37]1[S:38][C:39]2[CH:45]=[CH:44][CH:43]=[CH:42][C:40]=2[CH:41]=1)=[O:36])[CH2:22][CH:21]([CH3:20])[CH3:46])=[O:25])(=[O:18])=[O:17])#[N:9]. The yield is 0.510. (2) The reactants are [OH:1][C:2]1[CH:11]=[C:10]([OH:12])[C:9]([CH:13]([CH3:15])[CH3:14])=[CH:8][C:3]=1[C:4]([O:6][CH3:7])=[O:5].C(=O)([O-])[O-].[K+].[K+].[CH3:22][O:23][CH2:24]Cl. The catalyst is C(#N)C. The product is [OH:1][C:2]1[CH:11]=[C:10]([O:12][CH2:22][O:23][CH3:24])[C:9]([CH:13]([CH3:15])[CH3:14])=[CH:8][C:3]=1[C:4]([O:6][CH3:7])=[O:5]. The yield is 0.800. (3) The reactants are CC1C=CC(S(O[CH2:12][CH2:13][CH2:14][C:15]2[C:23]3[C:18](=[CH:19][CH:20]=[C:21]([C:24]#[N:25])[CH:22]=3)[NH:17][CH:16]=2)(=O)=O)=CC=1.[CH3:26][C:27]1[CH:32]=[C:31]([CH3:33])[N:30]=[C:29]([N:34]2[CH2:39][CH2:38][NH:37][CH2:36][CH2:35]2)[N:28]=1.C(=O)([O-])[O-].[K+].[K+].[I-].[K+]. The catalyst is C(#N)C. The product is [CH3:26][C:27]1[CH:32]=[C:31]([CH3:33])[N:30]=[C:29]([N:34]2[CH2:35][CH2:36][N:37]([CH2:12][CH2:13][CH2:14][C:15]3[C:23]4[C:18](=[CH:19][CH:20]=[C:21]([C:24]#[N:25])[CH:22]=4)[NH:17][CH:16]=3)[CH2:38][CH2:39]2)[N:28]=1. The yield is 0.700. (4) The reactants are [F:1][C:2]1([F:21])[CH2:5][N:4]([C:6]2[C:7]([O:15][CH2:16][C:17]([F:20])([F:19])[F:18])=[CH:8][C:9]([C:12](O)=[O:13])=[N:10][CH:11]=2)[CH2:3]1.O[N:23]=[C:24]([NH2:26])[CH3:25]. No catalyst specified. The product is [F:21][C:2]1([F:1])[CH2:3][N:4]([C:6]2[C:7]([O:15][CH2:16][C:17]([F:20])([F:19])[F:18])=[CH:8][C:9]([C:12]3[O:13][N:26]=[C:24]([CH3:25])[N:23]=3)=[N:10][CH:11]=2)[CH2:5]1. The yield is 0.230. (5) The reactants are [F:1][C:2]1([F:26])[CH2:5][N:4]([C:6](=[O:25])[CH2:7][O:8][CH:9]2[CH2:14][CH2:13][N:12](C(OCC3C=CC=CC=3)=O)[CH2:11][CH2:10]2)[CH2:3]1. The catalyst is [Pd].C(O)C. The product is [F:26][C:2]1([F:1])[CH2:5][N:4]([C:6](=[O:25])[CH2:7][O:8][CH:9]2[CH2:14][CH2:13][NH:12][CH2:11][CH2:10]2)[CH2:3]1. The yield is 0.328. (6) The reactants are [OH:1][C:2]1[CH:3]=[N:4][CH:5]=[CH:6][CH:7]=1.[H-].[Na+].F[C:11]1[CH:16]=[CH:15][CH:14]=[C:13]([N+:17]([O-:19])=[O:18])[CH:12]=1.[NH4+].[Cl-]. The catalyst is CS(C)=O. The product is [N+:17]([C:13]1[CH:12]=[C:11]([CH:16]=[CH:15][CH:14]=1)[O:1][C:2]1[CH:3]=[N:4][CH:5]=[CH:6][CH:7]=1)([O-:19])=[O:18]. The yield is 0.390. (7) The reactants are [F:1][C:2]1[C:10]([C:11]2[CH:16]=[CH:15][CH:14]=[C:13]([F:17])[CH:12]=2)=[CH:9][C:8]([O:18][CH3:19])=[CH:7][C:3]=1[C:4]([OH:6])=O.C(Cl)(=O)C(Cl)=O.[NH2:26][C:27]1[C:28]([F:35])=[C:29]([OH:34])[CH:30]=[CH:31][C:32]=1[F:33].C([O-])(O)=O.[Na+]. The catalyst is C(Cl)Cl.CN(C=O)C.C1COCC1.O. The product is [F:35][C:28]1[C:29]([OH:34])=[CH:30][CH:31]=[C:32]([F:33])[C:27]=1[NH:26][C:4](=[O:6])[C:3]1[CH:7]=[C:8]([O:18][CH3:19])[CH:9]=[C:10]([C:11]2[CH:16]=[CH:15][CH:14]=[C:13]([F:17])[CH:12]=2)[C:2]=1[F:1]. The yield is 0.500. (8) The reactants are [F:1][C:2]([F:6])([F:5])[CH2:3][OH:4].[H-].[Na+].C(N=[CH:14][C:15]1[CH:16]=[C:17]2[C:22](=[CH:23][CH:24]=1)[N:21]=[CH:20][CH:19]=[C:18]2Cl)CCC.CN(C=[O:30])C. The catalyst is [Cl-].[NH4+]. The product is [F:1][C:2]([F:6])([F:5])[CH2:3][O:4][C:18]1[C:17]2[C:22](=[CH:23][CH:24]=[C:15]([CH:14]=[O:30])[CH:16]=2)[N:21]=[CH:20][CH:19]=1. The yield is 0.300. (9) The reactants are [NH2:1][C:2]1[CH:10]=[CH:9][C:8]([N+:11]([O-:13])=[O:12])=[CH:7][C:3]=1[C:4]([OH:6])=[O:5].CCN(CC)CC.[N:21]1[CH:26]=[CH:25][N:24]=[CH:23][C:22]=1[C:27](Cl)=[O:28]. The catalyst is C1COCC1. The product is [N+:11]([C:8]1[CH:9]=[CH:10][C:2]([NH:1][C:27]([C:22]2[CH:23]=[N:24][CH:25]=[CH:26][N:21]=2)=[O:28])=[C:3]([CH:7]=1)[C:4]([OH:6])=[O:5])([O-:13])=[O:12]. The yield is 0.990. (10) The reactants are [Cl:1][C:2]1[CH:3]=[C:4]([CH:8]=[C:9]([Cl:12])[C:10]=1[OH:11])[C:5]([OH:7])=O.C(N(CC)CC)C.Cl.CN(C)CCCN=C=NCC.OC1C=CC=C[N+]=1[O-].[CH:40]1[C:53]2[N:52]([CH2:54][C:55]([NH:57][NH2:58])=[O:56])[C:51]3[C:46](=[CH:47][CH:48]=[CH:49][CH:50]=3)[S:45][C:44]=2[CH:43]=[CH:42][CH:41]=1. The catalyst is CN(C=O)C.O. The product is [CH:50]1[C:51]2[N:52]([CH2:54][C:55]([NH:57][NH:58][C:5](=[O:7])[C:4]3[CH:8]=[C:9]([Cl:12])[C:10]([OH:11])=[C:2]([Cl:1])[CH:3]=3)=[O:56])[C:53]3[C:44](=[CH:43][CH:42]=[CH:41][CH:40]=3)[S:45][C:46]=2[CH:47]=[CH:48][CH:49]=1. The yield is 0.900.